From a dataset of Full USPTO retrosynthesis dataset with 1.9M reactions from patents (1976-2016). Predict the reactants needed to synthesize the given product. (1) Given the product [C:22]([C:21]1[CH:20]=[CH:19][S:18][C:17]=1[NH:16][C:9](=[O:10])[O:11][C:12]([CH3:13])([CH3:14])[CH3:15])#[N:23], predict the reactants needed to synthesize it. The reactants are: [C:9](O[C:9]([O:11][C:12]([CH3:15])([CH3:14])[CH3:13])=[O:10])([O:11][C:12]([CH3:15])([CH3:14])[CH3:13])=[O:10].[NH2:16][C:17]1[S:18][CH:19]=[CH:20][C:21]=1[C:22]#[N:23].C(N(CC)CC)C.O. (2) The reactants are: [CH2:1]([C:3]([F:31])([CH2:29][CH3:30])[CH2:4][N:5]1[CH2:10][CH2:9][CH:8]([CH2:11][O:12][C:13]2[CH:14]=[N:15][C:16]([C:19]3[CH:27]=[CH:26][C:22]([C:23](O)=[O:24])=[C:21]([F:28])[CH:20]=3)=[N:17][CH:18]=2)[CH2:7][CH2:6]1)[CH3:2].[NH:32]1[CH2:39][CH2:38][CH2:37][C@H:33]1[C:34]([NH2:36])=[O:35].C1C=CC2N(O)N=NC=2C=1.C(Cl)CCl.CCN(C(C)C)C(C)C.[NH4+].[Cl-]. Given the product [CH2:29]([C:3]([F:31])([CH2:1][CH3:2])[CH2:4][N:5]1[CH2:10][CH2:9][CH:8]([CH2:11][O:12][C:13]2[CH:18]=[N:17][C:16]([C:19]3[CH:27]=[CH:26][C:22]([C:23]([N:32]4[CH2:39][CH2:38][CH2:37][C@H:33]4[C:34]([NH2:36])=[O:35])=[O:24])=[C:21]([F:28])[CH:20]=3)=[N:15][CH:14]=2)[CH2:7][CH2:6]1)[CH3:30], predict the reactants needed to synthesize it.